Dataset: Reaction yield outcomes from USPTO patents with 853,638 reactions. Task: Predict the reaction yield, written as a fraction of the theoretical maximum amount of product (1.0 means a 100% yield; for example, 0.34 means a 34% yield). The reactants are C([O:4][CH2:5][C:6]1[C:14]([CH2:15][C@@H:16]([CH2:22][C:23]([O:25][CH2:26]C)=[O:24])[C:17]([O:19][CH2:20]C)=[O:18])=[CH:13][C:12]([Cl:28])=[C:11]2[C:7]=1[C:8]([Cl:29])=[N:9][NH:10]2)(=O)C.C[O-].[Mg+2].C[O-]. The catalyst is CO. The product is [Cl:29][C:8]1[C:7]2[C:11](=[C:12]([Cl:28])[CH:13]=[C:14]([CH2:15][C@@H:16]([CH2:22][C:23]([O:25][CH3:26])=[O:24])[C:17]([O:19][CH3:20])=[O:18])[C:6]=2[CH2:5][OH:4])[NH:10][N:9]=1. The yield is 0.910.